Dataset: Forward reaction prediction with 1.9M reactions from USPTO patents (1976-2016). Task: Predict the product of the given reaction. (1) Given the reactants Cl[C:2]1[C:3]([C:19]#[N:20])=[N:4][CH:5]=[C:6]([C:8]#[C:9][C:10]2[CH:15]=[CH:14][C:13]([O:16][CH3:17])=[CH:12][C:11]=2[CH3:18])[CH:7]=1.CC1(C)C(C)(C)OB([C:29]2[CH:34]=[CH:33][CH:32]=[CH:31][C:30]=2[NH:35]C(=O)OC(C)(C)C)O1.[O-]P([O-])([O-])=O.[K+].[K+].[K+].[CH:52]1(P(C2CCCCC2)C2C=CC=CC=2C2C(OC)=CC=CC=2OC)CCCCC1, predict the reaction product. The product is: [CH3:17][O:16][C:13]1[CH:14]=[CH:15][C:10]([C:9]#[C:8][C:6]2[CH:5]=[N:4][C:3]3[C:2]([CH:7]=2)=[C:31]2[CH:32]=[CH:33][C:34]([CH3:52])=[CH:29][C:30]2=[N:35][C:19]=3[NH2:20])=[C:11]([CH3:18])[CH:12]=1. (2) Given the reactants [OH:1][CH:2]1[CH2:7][NH:6][C:5](=[O:8])[CH2:4][CH2:3]1.F[C:10]1[CH:17]=[CH:16][C:15]([C:18]2[N:23]=[C:22]([NH:24][C:25]3[CH:30]=[CH:29][C:28]([N:31]4[CH2:36][CH2:35][N:34]([CH:37]5[CH2:40][O:39][CH2:38]5)[CH2:33][CH2:32]4)=[C:27]([CH3:41])[CH:26]=3)[N:21]=[CH:20][N:19]=2)=[CH:14][C:11]=1[C:12]#[N:13], predict the reaction product. The product is: [CH3:41][C:27]1[CH:26]=[C:25]([NH:24][C:22]2[N:21]=[CH:20][N:19]=[C:18]([C:15]3[CH:16]=[CH:17][C:10]([O:1][C@@H:2]4[CH2:3][CH2:4][C:5](=[O:8])[NH:6][CH2:7]4)=[C:11]([CH:14]=3)[C:12]#[N:13])[N:23]=2)[CH:30]=[CH:29][C:28]=1[N:31]1[CH2:32][CH2:33][N:34]([CH:37]2[CH2:40][O:39][CH2:38]2)[CH2:35][CH2:36]1. (3) Given the reactants [C:1]([C:5]1[CH:31]=[CH:30][C:8]([CH2:9][S:10][C:11]2[O:12][C:13]3[C:18]([C:19](=[O:29])[C:20]=2[CH2:21][O:22]C2CCCCO2)=[CH:17][CH:16]=[CH:15][CH:14]=3)=[CH:7][CH:6]=1)([CH3:4])([CH3:3])[CH3:2].C(O)(=O)C.O, predict the reaction product. The product is: [C:1]([C:5]1[CH:31]=[CH:30][C:8]([CH2:9][S:10][C:11]2[O:12][C:13]3[C:18]([C:19](=[O:29])[C:20]=2[CH2:21][OH:22])=[CH:17][CH:16]=[CH:15][CH:14]=3)=[CH:7][CH:6]=1)([CH3:4])([CH3:2])[CH3:3]. (4) Given the reactants Br[C:2]1[CH:12]=[CH:11][C:5]2[NH:6][C:7](=[O:10])[CH2:8][S:9][C:4]=2[CH:3]=1.[F:13][C:14]([F:25])([F:24])[C:15]1[CH:20]=[CH:19][C:18](B(O)O)=[CH:17][CH:16]=1.C(=O)([O-])[O-].[K+].[K+], predict the reaction product. The product is: [F:13][C:14]([F:25])([F:24])[C:15]1[CH:20]=[CH:19][C:18]([C:2]2[CH:12]=[CH:11][C:5]3[NH:6][C:7](=[O:10])[CH2:8][S:9][C:4]=3[CH:3]=2)=[CH:17][CH:16]=1.